Dataset: Experimentally validated miRNA-target interactions with 360,000+ pairs, plus equal number of negative samples. Task: Binary Classification. Given a miRNA mature sequence and a target amino acid sequence, predict their likelihood of interaction. (1) The miRNA is hsa-miR-4503 with sequence UUUAAGCAGGAAAUAGAAUUUA. The protein sequence of the target gene is MPPAVGGPVGYTPPDGGWGWAVVIGAFISIGFSYAFPKSITVFFKEIEGIFHATTSEVSWISSIMLAVMYGGGPISSILVNKYGSRIVMIVGGCLSGCGLIAASFCNTVQQLYVCIGVIGGLGLAFNLNPALTMIGKYFYKRRPLANGLAMAGSPVFLCTLAPLNQVFFGIFGWRGSFLILGGLLLNCCVAGALMRPIGPKPTKAGKDKSKASLEKAGKSGVKKDLHDANTDLIGRHPKQEKRSVFQTINQFLDLTLFTHRGFLLYLSGNVIMFFGLFAPLVFLSSYGKSQHYSSEKSAF.... Result: 1 (interaction). (2) The miRNA is mmu-miR-337-5p with sequence CGGCGUCAUGCAGGAGUUGAUU. The protein sequence of the target gene is MEEKLKKAKIIFVVGGPGSGKGTQCEKIVQKYGYTHLSTGDLLRAEVSSGSERGKKLSAIMEKGELVPLDTVLDMLRDAMLAKVDSSNGFLIDGYPREVKQGEEFEQKIGQPTLLLYVDAGAETMTQRLLKRGETSGRVDDNEETIKKRLETYYNATEPVISFYDKRGIVRKVNAEGTVDTVFSEVCTYLDSLK. Result: 0 (no interaction). (3) The miRNA is hsa-miR-1238-5p with sequence GUGAGUGGGAGCCCCAGUGUGUG. The protein sequence of the target gene is MEEGERSPLLSQETAGQKPLSVHRPPTSGCLGPVPREDQAEAWGCSCCPPETKHQALSGTPKKGPAPSLSPGSSCVKYLIFLSNFPFSLLGLLALAIGLWGLAVKGSLGSDLGGPLPTDPMLGLALGGLVVSAASLAGCLGALCENTCLLRGFSGGILAFLVLEAVAGALVVALWGPLQDSLEHTLRVAIAHYQDDPDLRFLLDQVQLGLRCCGAASYQDWQQNLYFNCSSPGVQACSLPASCCIDPREDGASVNDQCGFGVLRLDADAAQRVVYLEGCGPPLRRWLRANLAASGGYAIA.... Result: 0 (no interaction). (4) The miRNA is hsa-miR-3941 with sequence UUACACACAACUGAGGAUCAUA. The protein sequence of the target gene is MVWKRLGALVMFPLQMIYLVVKAAVGLVLPAKLRDLSRENVLITGGGRGIGRQLAREFAERGARKIVLWGRTEKCLKETTEEIRQMGTECHYFICDVGNREEVYQTAKAVREKVGDITILVNNAAVVHGKSLMDSDDDALLKSQHINTLGQFWTTKAFLPRMLELQNGHIVCLNSVLALSAIPGAIDYCTSKASAFAFMESLTLGLLDCPGVSATTVLPFHTSTEMFQGMRVRFPNLFPPLKPETVARRTVEAVQLNQALLLLPWTMHALVILKSILPQAALEEIHKFSGTYTCMNTFKG.... Result: 0 (no interaction). (5) The miRNA is mmu-miR-664-3p with sequence UAUUCAUUUACUCCCCAGCCUA. The protein sequence of the target gene is MLARAERPRPGPRPPPVSLFPPPSSLLLLLLAMLSAPVCGRVPRSVPRTSLPISEADSYLTRFAAPHTYNYSALLVDPASHTLYVGARDSIFALTLPFSGEKPRRIDWMVPETHRQNCRKKGKKEDECHNFIQILAIANASHLLTCGTFAFDPKCGVIDVSSFQQVERLESGRGKCPFEPAQRSAAVMAGGVLYTATVKNFLGTEPIISRAVGRAEDWIRTETLSSWLNAPAFVAAMVLSPAEWGDEDGDDEIFFFFTETSRVLDSYERIKVPRVARVCAGDLGGRKTLQQRWTTFLKAD.... Result: 0 (no interaction). (6) The miRNA is hsa-miR-1295b-3p with sequence AAUAGGCCACGGAUCUGGGCAA. The protein sequence of the target gene is MHLSLLVPFLFWITGCCTAEDPVTGPEEVSGQEQGSLTVQCRYTSGWKDYKKYWCQGVPQRSCKTLVETDASEQLVKKNRVSIRDNQRDFIFTVTMEDLRMSDAGIYWCGITKGGLDPMFKVTVNIGPAIQVPITVPTMPPITSTTTIFTVTTTVKETSMFPTLTSYYSDNGHGGGDSGGGEDGVGDGFLDLSVLLPVISAVLLLLLLVASLFAWRMVRRQKKAAGPPSEQAQSLEGDLCYADLSLKQPRTSPGSSWKKGSSMSSSGKDHQEEVEYVTMAPFPREEVSYAALTLAGLGQE.... Result: 0 (no interaction). (7) The miRNA is hsa-miR-1268b with sequence CGGGCGUGGUGGUGGGGGUG. The protein sequence of the target gene is MEEVIWEQYTVTLQKDSKRGFGIAVSGGRDNPHFENGETSIVISDVLPGGPADGLLQENDRVVMVNGTPMEDVLHSFAVQQLRKSGKIAAIVVKRPRKVQVAPLQGSPPLSHDDRGFEVIEEFDGRSFRSGYSERSRHSSHDMLSHSWEGNRERGRPHQRTQSRERERSRGRSLERGLDQEDYGRSRERSRGRSLERGLDRDFVSRDHSRGRSIDRDYDRDYERSYHEAYEPDYGGGYSPSYDRRAHPETRYERSRSREHLRSRSPSPESRSRHEHKGQHDPDRPIGVLLTKSKANEEYG.... Result: 0 (no interaction). (8) The miRNA is hsa-miR-5000-3p with sequence UCAGGACACUUCUGAACUUGGA. The protein sequence of the target gene is MLSPKIRQARRARSKSLVMGEQSRSPGRMPCPHRLGPVLKAGWLKKQRSIMKNWQQRWFVLRGDQLFYYKDKDEIKPQGFISLQGTQVTELPPGPEDPGKHLFEISPGGAGEREKVPANPEALLLMASSQRDMEDWVQAIRRVIWAPLGGGIFGQRLEETVHHERKYGPRLAPLLVEQCVDFIRERGLTEEGLFRMPGQANLVRDLQDSFDCGEKPLFDSTTDVHTVASLLKLYLRELPEPVVPFARYEDFLSCAQLLTKDEGEGTLELAKQVSNLPQANYNLLRYICKFLDEVQAYSNV.... Result: 1 (interaction). (9) The miRNA is hsa-miR-7110-5p with sequence UGGGGGUGUGGGGAGAGAGAG. The protein sequence of the target gene is MANRGATRPNGPNTGNKICQFKLVLLGESAVGKSSLVLRFVKGQFHEFQESTIGAAFLTQTVCLDDTTVKFEIWDTAGQERYHSLAPMYYRGAQAAIVVYDITNEESFARAKNWVKELQRQASPNIVIALSGNKADLANKRAVDFQEAQSYADDNSLLFMETSAKTSMNVNEIFMAIAKKLPKNEPQNPGANSARGRGVDLTEPAQPARSQCCSN. Result: 0 (no interaction). (10) The miRNA is mmu-miR-7013-3p with sequence CCACACUUACUGUUGCCUCUUCCU. The protein sequence of the target gene is MSTMFADTLLIVFISVCTALLAEGITWVLVYRTDKYKRLKAEVEKQSKKLEKKKETITESAGRQQKKKIERQEEKLKNNNRDLSMVRMKSMFAIGFCFTALMGMFNSIFDGRVVAKLPFTPLSYIQGLSHRNLLGDDTTDCSFIFLYILCTMSIRQNIQKILGLAPSRAATKQAGGFLGPPPPSGKFS. Result: 0 (no interaction).